Task: Predict the reaction yield, written as a fraction of the theoretical maximum amount of product (1.0 means a 100% yield; for example, 0.34 means a 34% yield).. Dataset: Reaction yield outcomes from USPTO patents with 853,638 reactions (1) The reactants are [CH3:1][C:2]1[C:6]([CH2:7][N:8]2[CH:12]=[C:11]([NH2:13])[CH:10]=[N:9]2)=[C:5]([CH3:14])[O:4][N:3]=1.[CH2:15]([N:23]=[C:24]=[O:25])[CH2:16][C:17]1[CH:22]=[CH:21][CH:20]=[CH:19][CH:18]=1. No catalyst specified. The product is [CH3:1][C:2]1[C:6]([CH2:7][N:8]2[CH:12]=[C:11]([NH:13][C:24]([NH:23][CH2:15][CH2:16][C:17]3[CH:22]=[CH:21][CH:20]=[CH:19][CH:18]=3)=[O:25])[CH:10]=[N:9]2)=[C:5]([CH3:14])[O:4][N:3]=1. The yield is 0.290. (2) The reactants are [Cl:1][C:2]1[C:3]([C:9]2[CH:14]=[C:13]([C:15]#[N:16])[CH:12]=[C:11]([NH:17][CH2:18][C:19]3[CH:24]=[CH:23][CH:22]=[C:21]([F:25])[CH:20]=3)[N:10]=2)=[CH:4][C:5](F)=[N:6][CH:7]=1.CS(C)=O.[C@H:30]1([NH2:37])[CH2:35][CH2:34][C@H:33]([NH2:36])[CH2:32][CH2:31]1. The catalyst is CCOC(C)=O. The product is [NH2:36][C@H:33]1[CH2:34][CH2:35][C@H:30]([NH:37][C:5]2[CH:4]=[C:3]([C:9]3[CH:14]=[C:13]([C:15]#[N:16])[CH:12]=[C:11]([NH:17][CH2:18][C:19]4[CH:24]=[CH:23][CH:22]=[C:21]([F:25])[CH:20]=4)[N:10]=3)[C:2]([Cl:1])=[CH:7][N:6]=2)[CH2:31][CH2:32]1. The yield is 0.800. (3) The reactants are [C:1]([N:6]1[CH2:11][CH2:10][N:9]([C:12]([C:14]2[CH:15]=[C:16]([CH:20]3[C:29](=O)[C:28]4[C:27]([C:31]([O:33]C)=O)=[CH:26][CH:25]=[CH:24][C:23]=4[NH:22][CH:21]3[C:35]3[CH:40]=[CH:39][N:38]=[CH:37][CH:36]=3)[CH:17]=[CH:18][CH:19]=2)=[O:13])[CH2:8][CH2:7]1)(=[O:5])[CH:2]([CH3:4])[CH3:3].O.[NH2:42][NH2:43]. The catalyst is CO. The product is [C:1]([N:6]1[CH2:7][CH2:8][N:9]([C:12]([C:14]2[CH:15]=[C:16]([CH:20]3[C:29]4=[N:42][NH:43][C:31](=[O:33])[C:27]5[CH:26]=[CH:25][CH:24]=[C:23]([C:28]=54)[NH:22][CH:21]3[C:35]3[CH:40]=[CH:39][N:38]=[CH:37][CH:36]=3)[CH:17]=[CH:18][CH:19]=2)=[O:13])[CH2:10][CH2:11]1)(=[O:5])[CH:2]([CH3:3])[CH3:4]. The yield is 0.0800. (4) The reactants are [CH3:1][N:2]1[CH2:7][CH2:6][N:5]([C:8]2[CH:9]=[CH:10][C:11]([N+:15]([O-])=O)=[C:12]([CH:14]=2)[NH2:13])[CH2:4][CH2:3]1.Cl.C(O[C:22](=N)[CH2:23][C:24]([O:26][CH2:27][CH3:28])=[O:25])C.[OH-].[Na+]. The catalyst is O. The product is [CH2:27]([O:26][C:24](=[O:25])[CH2:23][C:22]1[NH:13][C:12]2[CH:14]=[C:8]([N:5]3[CH2:6][CH2:7][N:2]([CH3:1])[CH2:3][CH2:4]3)[CH:9]=[CH:10][C:11]=2[N:15]=1)[CH3:28]. The yield is 0.901. (5) The product is [CH3:9][O:10][C:11]([C:13]1[CH:21]=[C:20]2[C:16]([C:17]3[CH:25]=[C:24]([CH3:26])[CH:23]=[N:22][C:18]=3[NH:19]2)=[C:15]([C:27]2[CH:32]=[CH:31][CH:30]=[C:29]([S:33]([CH2:36][CH3:37])(=[O:35])=[O:34])[CH:28]=2)[C:14]=1[Br:1])=[O:12]. The reactants are [Br:1]N1C(=O)CCC1=O.[CH3:9][O:10][C:11]([C:13]1[CH:21]=[C:20]2[C:16]([C:17]3[CH:25]=[C:24]([CH3:26])[CH:23]=[N:22][C:18]=3[NH:19]2)=[C:15]([C:27]2[CH:32]=[CH:31][CH:30]=[C:29]([S:33]([CH2:36][CH3:37])(=[O:35])=[O:34])[CH:28]=2)[CH:14]=1)=[O:12]. The catalyst is C(Cl)Cl. The yield is 0.240. (6) The reactants are [NH2:1][C:2]1[S:3][C:4]2[CH:10]=[C:9]([O:11][C:12]3[CH:13]=[C:14]([NH:20][C:21](=[O:33])[C:22]4[CH:27]=[CH:26][CH:25]=[C:24]([C:28]([C:31]#[N:32])([CH3:30])[CH3:29])[CH:23]=4)[CH:15]=[CH:16][C:17]=3[O:18][CH3:19])[CH:8]=[CH:7][C:5]=2[N:6]=1.C([O:37][CH2:38][C:39](Cl)=[O:40])(=O)C. The catalyst is CN(C)C=O. The product is [C:31]([C:28]([C:24]1[CH:23]=[C:22]([CH:27]=[CH:26][CH:25]=1)[C:21]([NH:20][C:14]1[CH:15]=[CH:16][C:17]([O:18][CH3:19])=[C:12]([O:11][C:9]2[CH:8]=[CH:7][C:5]3[N:6]=[C:2]([NH:1][C:38](=[O:37])[CH2:39][OH:40])[S:3][C:4]=3[CH:10]=2)[CH:13]=1)=[O:33])([CH3:30])[CH3:29])#[N:32]. The yield is 0.490. (7) The reactants are [Cl:1][C:2]1[CH:7]=[CH:6][C:5]([CH:8]([N:37]2[CH2:40][CH:39]([N:41]([CH3:43])[CH3:42])[CH2:38]2)[C:9]2[CH:10]=[C:11]([C:27]3[CH:32]=[CH:31][N:30]=[C:29]([NH:33][C:34](=[O:36])[CH3:35])[CH:28]=3)[S:12][C:13]=2[C:14]2[N:18]=[CH:17][N:16](COCC[Si](C)(C)C)[N:15]=2)=[CH:4][CH:3]=1.FC(F)(F)C(O)=O. The catalyst is ClCCl. The product is [Cl:1][C:2]1[CH:3]=[CH:4][C:5]([CH:8]([N:37]2[CH2:38][CH:39]([N:41]([CH3:42])[CH3:43])[CH2:40]2)[C:9]2[CH:10]=[C:11]([C:27]3[CH:32]=[CH:31][N:30]=[C:29]([NH:33][C:34](=[O:36])[CH3:35])[CH:28]=3)[S:12][C:13]=2[C:14]2[NH:18][CH:17]=[N:16][N:15]=2)=[CH:6][CH:7]=1. The yield is 0.716. (8) The reactants are Cl[C:2]1[CH:7]=[C:6]([O:8][C:9]2[CH:10]=[N:11][C:12]([N+:15]([O-:17])=[O:16])=[CH:13][CH:14]=2)[CH:5]=[CH:4][N:3]=1.[CH3:18][C:19]1[O:20][C:21](B2OC(C)(C)C(C)(C)O2)=[CH:22][N:23]=1.C([O-])([O-])=O.[K+].[K+].CCOC(C)=O. The catalyst is O1CCOCC1.O.C1C=CC([P]([Pd]([P](C2C=CC=CC=2)(C2C=CC=CC=2)C2C=CC=CC=2)([P](C2C=CC=CC=2)(C2C=CC=CC=2)C2C=CC=CC=2)[P](C2C=CC=CC=2)(C2C=CC=CC=2)C2C=CC=CC=2)(C2C=CC=CC=2)C2C=CC=CC=2)=CC=1. The product is [CH3:18][C:19]1[O:20][C:21]([C:2]2[CH:7]=[C:6]([O:8][C:9]3[CH:10]=[N:11][C:12]([N+:15]([O-:17])=[O:16])=[CH:13][CH:14]=3)[CH:5]=[CH:4][N:3]=2)=[CH:22][N:23]=1. The yield is 0.450. (9) The reactants are Cl[C:2]1[N:7]=[C:6]([NH:8][C:9]2[CH:14]=[C:13]([CH3:15])[CH:12]=[CH:11][C:10]=2[CH3:16])[CH:5]=[CH:4][N:3]=1.Cl.[CH3:18][N:19]([CH2:21][CH:22]([OH:32])[CH2:23][O:24][C:25]1[CH:31]=[CH:30][C:28]([NH2:29])=[CH:27][CH:26]=1)[CH3:20].CO.N. The catalyst is C(O)CCC. The product is [CH3:20][N:19]([CH2:21][CH:22]([OH:32])[CH2:23][O:24][C:25]1[CH:26]=[CH:27][C:28]([NH:29][C:2]2[N:7]=[C:6]([NH:8][C:9]3[CH:14]=[C:13]([CH3:15])[CH:12]=[CH:11][C:10]=3[CH3:16])[CH:5]=[CH:4][N:3]=2)=[CH:30][CH:31]=1)[CH3:18]. The yield is 0.240. (10) The reactants are [Br-].[CH3:2][C:3]1[C:28]([CH3:29])=[CH:27][CH:26]=[CH:25][C:4]=1[CH2:5][P+](C1C=CC=CC=1)(C1C=CC=CC=1)C1C=CC=CC=1.CC(C)([O-])C.[K+].[O:36]=[C:37]1[C:45]2[C:40](=[CH:41][CH:42]=[CH:43][CH:44]=2)[C:39](=[O:46])[N:38]1[CH2:47][CH2:48][CH2:49][C:50]1[CH:51]=[C:52]([CH:55]=[CH:56][CH:57]=1)[CH:53]=O. The catalyst is C(Cl)Cl.C1COCC1. The product is [CH3:2][C:3]1[C:28]([CH3:29])=[CH:27][CH:26]=[CH:25][C:4]=1/[CH:5]=[CH:53]\[C:52]1[CH:51]=[C:50]([CH2:49][CH2:48][CH2:47][N:38]2[C:39](=[O:46])[C:40]3[C:45](=[CH:44][CH:43]=[CH:42][CH:41]=3)[C:37]2=[O:36])[CH:57]=[CH:56][CH:55]=1. The yield is 0.100.